From a dataset of Blood-brain barrier permeability classification from the B3DB database. Regression/Classification. Given a drug SMILES string, predict its absorption, distribution, metabolism, or excretion properties. Task type varies by dataset: regression for continuous measurements (e.g., permeability, clearance, half-life) or binary classification for categorical outcomes (e.g., BBB penetration, CYP inhibition). Dataset: b3db_classification. (1) The compound is CC(=O)C1(O)CCC2C3CC(C)C4=CC(=O)C=CC4(C)C3(F)C(O)CC21C. The result is 1 (penetrates BBB). (2) The compound is CNCC1CN(c2ccc(OCc3cccc(Cl)c3)cc2)C(=O)O1. The result is 1 (penetrates BBB). (3) The drug is CNc1nc(Oc2cccc(Cl)c2F)c(Cl)cc1Cl. The result is 1 (penetrates BBB). (4) The molecule is CO/N=C(\C(=O)N[C@@H]1C(=O)N2C(C(=O)O[C@@H](C)OC(C)=O)=C(COC(N)=O)CS[C@@H]12)c1ccco1. The result is 0 (does not penetrate BBB). (5) The drug is C[C@H](NC(C)(C)C)C(=O)c1cccc(Cl)c1. The result is 1 (penetrates BBB). (6) The compound is CNc1cc(OC)c(C(=O)N[C@@H]2CCN(Cc3ccccc3)[C@@H]2C)cc1Cl. The result is 1 (penetrates BBB). (7) The drug is COc1cc(C(=O)NS(=O)(=O)c2ccccc2C)ccc1Cc1cn(C)c2ccc(NC(=O)OC3CCCC3)cc12. The result is 0 (does not penetrate BBB). (8) The molecule is CCC(NC(=O)C1CCCN1C(=O)C(Cc1ccccc1)NC(=O)C(N)CC(C)C)C(=O)NC(CCCN)C(=O)NC(CC(C)C)C(=O)NC(Cc1ccccc1)C(=O)N1CCCC1C(=O)NC(CC)C(=O)NC(C=O)CCCN. The result is 0 (does not penetrate BBB). (9) The drug is CCCCCN(C)CCC(O)(P(=O)(O)O)P(=O)(O)O. The result is 0 (does not penetrate BBB). (10) The drug is COCc1c(C(C)C)nc(C(C)C)c(/C=C/[C@H](O)C[C@H](O)CC(=O)O)c1-c1ccc(F)cc1. The result is 1 (penetrates BBB).